Dataset: NCI-60 drug combinations with 297,098 pairs across 59 cell lines. Task: Regression. Given two drug SMILES strings and cell line genomic features, predict the synergy score measuring deviation from expected non-interaction effect. (1) Drug 1: CC1=C2C(C(=O)C3(C(CC4C(C3C(C(C2(C)C)(CC1OC(=O)C(C(C5=CC=CC=C5)NC(=O)C6=CC=CC=C6)O)O)OC(=O)C7=CC=CC=C7)(CO4)OC(=O)C)O)C)OC(=O)C. Drug 2: CC1=C(C(=O)C2=C(C1=O)N3CC4C(C3(C2COC(=O)N)OC)N4)N. Cell line: HCT-15. Synergy scores: CSS=24.6, Synergy_ZIP=3.36, Synergy_Bliss=3.62, Synergy_Loewe=-8.87, Synergy_HSA=2.73. (2) Drug 1: CC1C(C(CC(O1)OC2CC(CC3=C2C(=C4C(=C3O)C(=O)C5=C(C4=O)C(=CC=C5)OC)O)(C(=O)C)O)N)O.Cl. Drug 2: CC1=C(N=C(N=C1N)C(CC(=O)N)NCC(C(=O)N)N)C(=O)NC(C(C2=CN=CN2)OC3C(C(C(C(O3)CO)O)O)OC4C(C(C(C(O4)CO)O)OC(=O)N)O)C(=O)NC(C)C(C(C)C(=O)NC(C(C)O)C(=O)NCCC5=NC(=CS5)C6=NC(=CS6)C(=O)NCCC[S+](C)C)O. Cell line: SN12C. Synergy scores: CSS=32.4, Synergy_ZIP=-5.20, Synergy_Bliss=4.15, Synergy_Loewe=4.09, Synergy_HSA=4.50. (3) Drug 1: CCCCCOC(=O)NC1=NC(=O)N(C=C1F)C2C(C(C(O2)C)O)O. Drug 2: C1=NNC2=C1C(=O)NC=N2. Cell line: MOLT-4. Synergy scores: CSS=-6.71, Synergy_ZIP=3.20, Synergy_Bliss=-3.06, Synergy_Loewe=-16.6, Synergy_HSA=-11.0. (4) Drug 1: CCCS(=O)(=O)NC1=C(C(=C(C=C1)F)C(=O)C2=CNC3=C2C=C(C=N3)C4=CC=C(C=C4)Cl)F. Drug 2: CC1C(C(CC(O1)OC2CC(CC3=C2C(=C4C(=C3O)C(=O)C5=C(C4=O)C(=CC=C5)OC)O)(C(=O)C)O)N)O.Cl. Cell line: ACHN. Synergy scores: CSS=40.7, Synergy_ZIP=7.28, Synergy_Bliss=15.1, Synergy_Loewe=-2.75, Synergy_HSA=14.7. (5) Drug 1: C1CN1P(=S)(N2CC2)N3CC3. Drug 2: CS(=O)(=O)OCCCCOS(=O)(=O)C. Cell line: UACC-257. Synergy scores: CSS=1.50, Synergy_ZIP=-1.28, Synergy_Bliss=-0.855, Synergy_Loewe=-3.05, Synergy_HSA=-1.39. (6) Drug 1: CC1=C(C=C(C=C1)C(=O)NC2=CC(=CC(=C2)C(F)(F)F)N3C=C(N=C3)C)NC4=NC=CC(=N4)C5=CN=CC=C5. Drug 2: CC1CCCC2(C(O2)CC(NC(=O)CC(C(C(=O)C(C1O)C)(C)C)O)C(=CC3=CSC(=N3)C)C)C. Cell line: UACC62. Synergy scores: CSS=49.1, Synergy_ZIP=3.52, Synergy_Bliss=2.28, Synergy_Loewe=-19.8, Synergy_HSA=3.58.